Dataset: Forward reaction prediction with 1.9M reactions from USPTO patents (1976-2016). Task: Predict the product of the given reaction. Given the reactants [C:1]([C:3]([CH3:14])([CH3:13])[N:4]1[CH2:9][CH2:8][N:7]([C:10]([OH:12])=[O:11])[CH2:6][CH2:5]1)#[N:2].C([O-])([O-])=O.[K+].[K+].OO.[OH2:23], predict the reaction product. The product is: [C:3]([O:11][C:10]([N:7]1[CH2:8][CH2:9][N:4]([C:3]([C:1](=[O:23])[NH2:2])([CH3:14])[CH3:13])[CH2:5][CH2:6]1)=[O:12])([CH3:14])([CH3:13])[CH3:1].